This data is from Catalyst prediction with 721,799 reactions and 888 catalyst types from USPTO. The task is: Predict which catalyst facilitates the given reaction. Reactant: Cl[C:2]1[C:7]([NH:8][C:9]([C:18]2[CH:23]=[CH:22][N:21]=[CH:20][CH:19]=2)=[CH:10][C:11]2[CH:16]=[CH:15][C:14]([F:17])=[CH:13][CH:12]=2)=[CH:6][CH:5]=[CH:4][N:3]=1.C1N2CCN(CC2)C1.CO.C(Cl)(Cl)Cl.C. Product: [F:17][C:14]1[CH:15]=[CH:16][C:11]([C:10]2[C:2]3=[N:3][CH:4]=[CH:5][CH:6]=[C:7]3[NH:8][C:9]=2[C:18]2[CH:23]=[CH:22][N:21]=[CH:20][CH:19]=2)=[CH:12][CH:13]=1. The catalyst class is: 558.